The task is: Predict which catalyst facilitates the given reaction.. This data is from Catalyst prediction with 721,799 reactions and 888 catalyst types from USPTO. Reactant: [Br:1][C:2]1[C:6]2[S:7][C:8]([C:10]([OH:12])=O)=[CH:9][C:5]=2[S:4][CH:3]=1.C(C1NC=CN=1)(C1[NH:16]C=CN=1)=O.C(N(CC)CC)C. Product: [Br:1][C:2]1[C:6]2[S:7][C:8]([C:10]([NH2:16])=[O:12])=[CH:9][C:5]=2[S:4][CH:3]=1. The catalyst class is: 1.